Dataset: Full USPTO retrosynthesis dataset with 1.9M reactions from patents (1976-2016). Task: Predict the reactants needed to synthesize the given product. (1) Given the product [ClH:1].[Cl:12][C:8]1[C:7]([CH3:13])=[C:6]2[C:11]([C:2]([NH:26][C:25]3[C:20]4[CH2:19][CH2:18][O:17][C:21]=4[CH:22]=[CH:23][CH:24]=3)=[C:3]([C:14]([NH2:16])=[O:15])[CH:4]=[N:5]2)=[CH:10][CH:9]=1, predict the reactants needed to synthesize it. The reactants are: [Cl:1][C:2]1[C:11]2[C:6](=[C:7]([CH3:13])[C:8]([Cl:12])=[CH:9][CH:10]=2)[N:5]=[CH:4][C:3]=1[C:14]([NH2:16])=[O:15].[O:17]1[C:21]2=[CH:22][CH:23]=[CH:24][C:25]([NH2:26])=[C:20]2[CH2:19][CH2:18]1.Cl.IC1C=C2C(=CC=1)N=CC(C(N)=O)=C2NC1C=CC=C(OC)C=1. (2) Given the product [C:3]1([CH2:9][N:10]2[CH:14]=[CH:13][C:12]([N:15]3[C:16](=[O:25])[C:17]4[C:22](=[CH:21][CH:20]=[CH:19][CH:18]=4)[C:23]3=[O:24])=[N:11]2)[CH:2]=[CH:7][CH:6]=[CH:5][CH:4]=1, predict the reactants needed to synthesize it. The reactants are: F[C:2]1[C:7](C)=[CH:6][CH:5]=[CH:4][C:3]=1[CH2:9][N:10]1[CH:14]=[CH:13][C:12]([N:15]2[C:23](=[O:24])[C:22]3[C:17](=[CH:18][CH:19]=[CH:20][CH:21]=3)[C:16]2=[O:25])=[N:11]1.C(Br)C1C=CC=CC=1.N1C=CC(N2C(=O)C3C(=CC=CC=3)C2=O)=N1. (3) Given the product [N:17]1([CH2:2][CH2:3][CH2:4][CH2:5][CH2:6][CH2:7][CH2:8][CH2:9][CH2:10][CH2:11][NH2:27])[CH2:16][CH2:15][CH2:19][CH2:20][CH2:21]1, predict the reactants needed to synthesize it. The reactants are: Br[CH2:2][CH2:3][CH2:4][CH2:5][CH2:6][CH2:7][CH2:8][CH2:9][CH2:10][CH2:11]Br.C1(=O)[NH:17][C:16](=O)[C:15]2=[CH:19][CH:20]=[CH:21]C=C12.[K].[I-].[K+].[NH:27]1CCCCC1. (4) Given the product [Cl:18][C:19]1[CH:24]=[CH:23][C:22]([C:25]2([OH:31])[CH2:26][CH2:27][N:28]([C:15](=[O:17])[CH:10]([NH:9][C:1](=[O:8])[C:2]3[CH:3]=[CH:4][CH:5]=[CH:6][CH:7]=3)[CH2:11][CH2:12][S:13][CH3:14])[CH2:29][CH2:30]2)=[CH:21][CH:20]=1, predict the reactants needed to synthesize it. The reactants are: [C:1]([NH:9][CH:10]([C:15]([OH:17])=O)[CH2:11][CH2:12][S:13][CH3:14])(=[O:8])[C:2]1[CH:7]=[CH:6][CH:5]=[CH:4][CH:3]=1.[Cl:18][C:19]1[CH:24]=[CH:23][C:22]([C:25]2([OH:31])[CH2:30][CH2:29][NH:28][CH2:27][CH2:26]2)=[CH:21][CH:20]=1.C(NC(C(O)=O)C(C)C)(=O)C1C=CC=CC=1.Cl.ClC1C=CC(C2CCNCC2)=CC=1. (5) Given the product [CH2:1]([CH:3]([C:6]1[C:7]2[N:8]([C:13]([C:17]3[S:21][C:20]([C:26]4[CH:25]=[N:24][CH:29]=[CH:28][CH:27]=4)=[N:19][C:18]=3[CH3:23])=[C:14]([CH3:16])[N:15]=2)[N:9]=[C:10]([CH3:12])[CH:11]=1)[CH2:4][CH3:5])[CH3:2], predict the reactants needed to synthesize it. The reactants are: [CH2:1]([CH:3]([C:6]1[C:7]2[N:8]([C:13]([C:17]3[S:21][C:20](Br)=[N:19][C:18]=3[CH3:23])=[C:14]([CH3:16])[N:15]=2)[N:9]=[C:10]([CH3:12])[CH:11]=1)[CH2:4][CH3:5])[CH3:2].[N:24]1[CH:29]=[CH:28][CH:27]=[C:26](B(O)O)[CH:25]=1.C([O-])([O-])=O.[Na+].[Na+].COCCOC.